Predict the reactants needed to synthesize the given product. From a dataset of Full USPTO retrosynthesis dataset with 1.9M reactions from patents (1976-2016). (1) Given the product [Cl:21][C:15]1[CH:14]=[C:13]2[C:18]([C:19](=[O:20])[C:10]([CH2:9][NH:8][C:6]([C:5]3[CH:28]=[CH:29][C:2]([N:36]4[CH2:37][CH2:38][CH:33]([CH2:32][CH2:31][OH:30])[CH2:34][CH2:35]4)=[N:3][CH:4]=3)=[O:7])=[CH:11][N:12]2[C:22]2[CH:23]=[CH:24][CH:25]=[CH:26][CH:27]=2)=[CH:17][CH:16]=1, predict the reactants needed to synthesize it. The reactants are: Cl[C:2]1[CH:29]=[CH:28][C:5]([C:6]([NH:8][CH2:9][C:10]2[C:19](=[O:20])[C:18]3[C:13](=[CH:14][C:15]([Cl:21])=[CH:16][CH:17]=3)[N:12]([C:22]3[CH:27]=[CH:26][CH:25]=[CH:24][CH:23]=3)[CH:11]=2)=[O:7])=[CH:4][N:3]=1.[OH:30][CH2:31][CH2:32][CH:33]1[CH2:38][CH2:37][NH:36][CH2:35][CH2:34]1. (2) Given the product [Cl:13][C:14]1[CH:15]=[C:16]([CH:18]=[CH:19][C:20]=1[O:21][CH2:22][C:23]1[CH:28]=[N:27][CH:26]=[CH:25][N:24]=1)[NH:17][C:2]1[C:11]2[C:6](=[CH:7][CH:8]=[CH:9][C:10]=2[F:12])[N:5]=[CH:4][N:3]=1, predict the reactants needed to synthesize it. The reactants are: Cl[C:2]1[C:11]2[C:6](=[CH:7][CH:8]=[CH:9][C:10]=2[F:12])[N:5]=[CH:4][N:3]=1.[Cl:13][C:14]1[CH:15]=[C:16]([CH:18]=[CH:19][C:20]=1[O:21][CH2:22][C:23]1[CH:28]=[N:27][CH:26]=[CH:25][N:24]=1)[NH2:17]. (3) Given the product [F:21][C:22]1[CH:27]=[CH:26][C:25]([C:2]2[C:10]3[C:5](=[N:6][CH:7]=[N:8][C:9]=3[NH:11][C:12]3[CH:13]=[C:14]4[C:18](=[CH:19][CH:20]=3)[NH:17][N:16]=[CH:15]4)[NH:4][N:3]=2)=[CH:24][CH:23]=1, predict the reactants needed to synthesize it. The reactants are: Br[C:2]1[C:10]2[C:5](=[N:6][CH:7]=[N:8][C:9]=2[NH:11][C:12]2[CH:13]=[C:14]3[C:18](=[CH:19][CH:20]=2)[NH:17][N:16]=[CH:15]3)[NH:4][N:3]=1.[F:21][C:22]1[CH:27]=[CH:26][C:25](B(O)O)=[CH:24][CH:23]=1. (4) Given the product [F:10][C:7]([F:8])([F:9])[C:6]([N:21]1[CH2:26][CH:25]2[CH2:27][CH:22]1[CH2:23][NH:24]2)=[O:11], predict the reactants needed to synthesize it. The reactants are: [F:8][C:7]([F:10])([F:9])[C:6](O[C:6](=[O:11])[C:7]([F:10])([F:9])[F:8])=[O:11].C(OC([N:21]1[CH2:26][CH:25]2[CH2:27][CH:22]1[CH2:23][NH:24]2)=O)(C)(C)C.C(N(CC)CC)C. (5) Given the product [Cl:31][C:32]1[CH:37]=[CH:36][C:35]([C:12]2[N:13]([CH:18]3[CH2:19][CH2:20][CH2:21][CH2:22]3)[N:14]=[C:15]3[C:11]=2[CH2:10][CH2:9][NH:8][CH2:17][CH2:16]3)=[CH:34][CH:33]=1, predict the reactants needed to synthesize it. The reactants are: C(OC([N:8]1[CH2:17][CH2:16][C:15]2[C:11](=[C:12](OS(C(F)(F)F)(=O)=O)[N:13]([CH:18]3[CH2:22][CH2:21][CH2:20][CH2:19]3)[N:14]=2)[CH2:10][CH2:9]1)=O)(C)(C)C.[Cl:31][C:32]1[CH:37]=[CH:36][C:35](B(O)O)=[CH:34][CH:33]=1. (6) Given the product [CH3:10][N:6]1[CH2:7][CH2:8][C:9]2=[N:1][N:2]([CH2:18][C:19]([OH:21])=[O:20])[CH:3]=[C:4]2[CH2:5]1, predict the reactants needed to synthesize it. The reactants are: [NH:1]1[C:9]2[CH2:8][CH2:7][N:6]([C:10](OC(C)(C)C)=O)[CH2:5][C:4]=2[CH:3]=[N:2]1.Br[CH2:18][C:19]([O:21]CC1C=CC=CC=1)=[O:20]. (7) Given the product [C:1]([C:5]1[CH:6]=[C:7]([CH:11]=[C:12]([I:15])[C:13]=1[OH:14])[C:8]([O:10][CH3:21])=[O:9])([CH3:4])([CH3:2])[CH3:3], predict the reactants needed to synthesize it. The reactants are: [C:1]([C:5]1[CH:6]=[C:7]([CH:11]=[C:12]([I:15])[C:13]=1[OH:14])[C:8]([OH:10])=[O:9])([CH3:4])([CH3:3])[CH3:2].S(=O)(=O)(O)O.[CH3:21]O. (8) Given the product [ClH:40].[CH3:1][O:2][C:3]1[N:8]=[C:7]2[C:9]([C:13]3[NH:37][C:16]4=[N:17][CH:18]=[CH:19][C:20]([CH2:21][NH:22][CH2:23][CH:24]5[CH2:29][CH2:28][NH:27][CH2:26][CH2:25]5)=[C:15]4[CH:14]=3)=[CH:10][N:11]([CH3:12])[C:6]2=[CH:5][C:4]=1[O:38][CH3:39], predict the reactants needed to synthesize it. The reactants are: [CH3:1][O:2][C:3]1[N:8]=[C:7]2[C:9]([C:13]3[NH:37][C:16]4=[N:17][CH:18]=[CH:19][C:20]([CH2:21][NH:22][CH2:23][CH:24]5[CH2:29][CH2:28][N:27](C(OC(C)(C)C)=O)[CH2:26][CH2:25]5)=[C:15]4[CH:14]=3)=[CH:10][N:11]([CH3:12])[C:6]2=[CH:5][C:4]=1[O:38][CH3:39].[ClH:40]. (9) Given the product [CH:1]1([O:7][S:9]([CH3:8])(=[O:11])=[O:10])[CH2:6][CH2:5][CH2:4][CH2:3][CH2:2]1, predict the reactants needed to synthesize it. The reactants are: [CH:1]1([OH:7])[CH2:6][CH2:5][CH2:4][CH2:3][CH2:2]1.[CH3:8][S:9](Cl)(=[O:11])=[O:10].C(N(CC)CC)C. (10) Given the product [CH3:20][O:19][C:16]1[CH:17]=[C:18]2[C:13](=[CH:14][C:15]=1[O:21][CH3:22])[N:12]=[CH:11][CH:10]=[C:9]2[O:8][C:7]1[C:2]([C:27]2[CH:28]=[CH:29][CH:30]=[CH:31][C:26]=2[O:25][CH3:24])=[N:3][C:4]([CH3:23])=[CH:5][CH:6]=1, predict the reactants needed to synthesize it. The reactants are: I[C:2]1[C:7]([O:8][C:9]2[C:18]3[C:13](=[CH:14][C:15]([O:21][CH3:22])=[C:16]([O:19][CH3:20])[CH:17]=3)[N:12]=[CH:11][CH:10]=2)=[CH:6][CH:5]=[C:4]([CH3:23])[N:3]=1.[CH3:24][O:25][C:26]1[CH:31]=[CH:30][CH:29]=[CH:28][C:27]=1B(O)O.C(=O)([O-])O.[Na+].